This data is from Reaction yield outcomes from USPTO patents with 853,638 reactions. The task is: Predict the reaction yield, written as a fraction of the theoretical maximum amount of product (1.0 means a 100% yield; for example, 0.34 means a 34% yield). (1) The reactants are [CH3:1][C:2]1[CH:7]=[C:6]([O:8][CH2:9][CH2:10][CH2:11][S:12]([CH3:15])(=[O:14])=[O:13])[CH:5]=[C:4]([CH3:16])[C:3]=1[C:17]1[CH:22]=[CH:21][CH:20]=[C:19]([CH2:23][O:24][C:25]2[CH:30]=[CH:29][C:28]([C:31]3([CH2:42][C:43]([O:45]CC)=[O:44])[CH2:34][N:33]([C:35]([O:37][C:38]([CH3:41])([CH3:40])[CH3:39])=[O:36])[CH2:32]3)=[CH:27][CH:26]=2)[CH:18]=1. The catalyst is C1COCC1.CO.O.[OH-].[Li+]. The product is [C:38]([O:37][C:35]([N:33]1[CH2:34][C:31]([CH2:42][C:43]([OH:45])=[O:44])([C:28]2[CH:29]=[CH:30][C:25]([O:24][CH2:23][C:19]3[CH:18]=[C:17]([C:3]4[C:4]([CH3:16])=[CH:5][C:6]([O:8][CH2:9][CH2:10][CH2:11][S:12]([CH3:15])(=[O:14])=[O:13])=[CH:7][C:2]=4[CH3:1])[CH:22]=[CH:21][CH:20]=3)=[CH:26][CH:27]=2)[CH2:32]1)=[O:36])([CH3:41])([CH3:39])[CH3:40]. The yield is 0.620. (2) The reactants are [F:1][C:2]1[CH:17]=[CH:16][C:5]([O:6][CH2:7][C:8]2[N:13]=[CH:12][C:11]([CH:14]=O)=[CH:10][CH:9]=2)=[CH:4][CH:3]=1.[N+:18]([CH3:21])([O-:20])=[O:19].C([O-])(=O)C.[NH4+].[BH4-].[Na+]. The catalyst is O.C(O)(=O)C.CS(C)=O.C(OCC)(=O)C. The product is [F:1][C:2]1[CH:17]=[CH:16][C:5]([O:6][CH2:7][C:8]2[CH:9]=[CH:10][C:11]([CH2:14][CH2:21][N+:18]([O-:20])=[O:19])=[CH:12][N:13]=2)=[CH:4][CH:3]=1. The yield is 0.0838.